From a dataset of Cav3 T-type calcium channel HTS with 100,875 compounds. Binary Classification. Given a drug SMILES string, predict its activity (active/inactive) in a high-throughput screening assay against a specified biological target. The result is 0 (inactive). The drug is O1C(C(=O)N(c2c1cccc2)CC(OCC)=O)CC.